From a dataset of Full USPTO retrosynthesis dataset with 1.9M reactions from patents (1976-2016). Predict the reactants needed to synthesize the given product. The reactants are: Cl.[NH2:2][OH:3].[OH-:4].[Na+].[C:6]1([P:12](Cl)([C:14]2[CH:19]=[CH:18][CH:17]=[CH:16][CH:15]=2)=O)[CH:11]=[CH:10][CH:9]=[CH:8][CH:7]=1. Given the product [NH2:2][O:3][P:12](=[O:4])([C:14]1[CH:15]=[CH:16][CH:17]=[CH:18][CH:19]=1)[C:6]1[CH:11]=[CH:10][CH:9]=[CH:8][CH:7]=1, predict the reactants needed to synthesize it.